Dataset: NCI-60 drug combinations with 297,098 pairs across 59 cell lines. Task: Regression. Given two drug SMILES strings and cell line genomic features, predict the synergy score measuring deviation from expected non-interaction effect. Cell line: TK-10. Synergy scores: CSS=1.68, Synergy_ZIP=-2.22, Synergy_Bliss=0.883, Synergy_Loewe=-3.49, Synergy_HSA=0.432. Drug 1: C1CC(=O)NC(=O)C1N2CC3=C(C2=O)C=CC=C3N. Drug 2: C1CCC(CC1)NC(=O)N(CCCl)N=O.